This data is from CYP2C19 inhibition data for predicting drug metabolism from PubChem BioAssay. The task is: Regression/Classification. Given a drug SMILES string, predict its absorption, distribution, metabolism, or excretion properties. Task type varies by dataset: regression for continuous measurements (e.g., permeability, clearance, half-life) or binary classification for categorical outcomes (e.g., BBB penetration, CYP inhibition). Dataset: cyp2c19_veith. (1) The compound is O=C(OCC#CCSc1nnc(-c2cccc3ccccc23)o1)c1ccco1. The result is 1 (inhibitor). (2) The compound is COc1ccc(C(=O)N2CCC3(CCN(C(=O)Nc4cccc(C#N)c4)CC3)CC2)cc1. The result is 0 (non-inhibitor). (3) The molecule is CN(c1ccc(C(=O)NCc2ccccn2)cc1)S(C)(=O)=O. The result is 0 (non-inhibitor). (4) The drug is CS(=O)(=O)N1CCC2(CC1)CN(Cc1ccc(C#N)cc1)C2. The result is 0 (non-inhibitor). (5) The compound is CN1CCN(c2ccnc(-c3ccc(N(C)C)cc3)n2)CC1. The result is 0 (non-inhibitor). (6) The molecule is CS(=O)(=O)N1CCC2(CCN(Cc3ccncc3)CC2)CC1. The result is 0 (non-inhibitor).